From a dataset of Full USPTO retrosynthesis dataset with 1.9M reactions from patents (1976-2016). Predict the reactants needed to synthesize the given product. (1) Given the product [NH2:39][C:28]1[N:27]=[C:26]2[N:25]([CH3:37])[C:24](=[O:38])[N:23]([C:3]3[CH:4]=[C:5]([NH:8][C:9]([C:11]4[CH:16]=[CH:15][C:14]([C:17]5[CH:22]=[CH:21][CH:20]=[CH:19][CH:18]=5)=[CH:13][CH:12]=4)=[O:10])[CH:6]=[CH:7][C:2]=3[Cl:1])[CH2:32][C:31]2=[CH:30][N:29]=1, predict the reactants needed to synthesize it. The reactants are: [Cl:1][C:2]1[CH:7]=[CH:6][C:5]([NH:8][C:9]([C:11]2[CH:16]=[CH:15][C:14]([C:17]3[CH:22]=[CH:21][CH:20]=[CH:19][CH:18]=3)=[CH:13][CH:12]=2)=[O:10])=[CH:4][C:3]=1[N:23]1[CH2:32][C:31]2[C:26](=[N:27][C:28](S(C)(=O)=O)=[N:29][CH:30]=2)[N:25]([CH3:37])[C:24]1=[O:38].[NH3:39]. (2) Given the product [CH3:28][O:29][CH2:30][CH2:31][N:32]1[CH2:37][CH2:36][N:35]([CH:15]([C:17]2[CH:22]=[CH:21][CH:20]=[CH:19][CH:18]=2)[CH2:14][N:11]2[CH2:12][CH2:13][CH:8]([N:5]3[CH2:6][CH2:7][N:2]([CH3:1])[CH2:3][CH2:4]3)[CH2:9][CH2:10]2)[CH2:34][CH2:33]1, predict the reactants needed to synthesize it. The reactants are: [CH3:1][N:2]1[CH2:7][CH2:6][N:5]([CH:8]2[CH2:13][CH2:12][N:11]([CH2:14][CH:15]([C:17]3[CH:22]=[CH:21][CH:20]=[CH:19][CH:18]=3)O)[CH2:10][CH2:9]2)[CH2:4][CH2:3]1.CS(Cl)(=O)=O.[CH3:28][O:29][CH2:30][CH2:31][N:32]1[CH2:37][CH2:36][NH:35][CH2:34][CH2:33]1. (3) The reactants are: [NH2:1][CH:2]1[CH2:7][CH2:6][N:5]([CH2:8][CH2:9][N:10]2[C:19]3[C:14](=[CH:15][CH:16]=[C:17]([O:20][CH3:21])[CH:18]=3)[N:13]=[CH:12][C:11]2=[O:22])[CH2:4][CH2:3]1.[O:23]=[C:24]1[NH:29][C:28]2[CH:30]=[C:31]([CH:34]=O)[CH:32]=[CH:33][C:27]=2[O:26][CH2:25]1.C([BH3-])#N.[Na+].C(=O)([O-])O.[Na+]. Given the product [CH3:21][O:20][C:17]1[CH:18]=[C:19]2[C:14]([N:13]=[CH:12][C:11](=[O:22])[N:10]2[CH2:9][CH2:8][N:5]2[CH2:4][CH2:3][CH:2]([NH:1][CH2:34][C:31]3[CH:32]=[CH:33][C:27]4[O:26][CH2:25][C:24](=[O:23])[NH:29][C:28]=4[CH:30]=3)[CH2:7][CH2:6]2)=[CH:15][CH:16]=1, predict the reactants needed to synthesize it. (4) Given the product [CH2:45]([C@H:22]1[CH2:23][C@H:18]([C:14]2[CH:15]=[CH:16][CH:17]=[C:12]([Cl:11])[CH:13]=2)[C@@H:19]([C:36]2[CH:37]=[CH:38][C:39]([Cl:42])=[CH:40][CH:41]=2)[N:20]([C@@H:25]([CH:33]2[CH2:35][CH2:34]2)[C:26]([O:28][C:29]([CH3:31])([CH3:32])[CH3:30])=[O:27])[C:21]1=[O:24])[CH:44]=[CH2:43], predict the reactants needed to synthesize it. The reactants are: C[Si]([N-][Si](C)(C)C)(C)C.[Li+].[Cl:11][C:12]1[CH:13]=[C:14]([C@H:18]2[CH2:23][CH2:22][C:21](=[O:24])[N:20]([C@@H:25]([CH:33]3[CH2:35][CH2:34]3)[C:26]([O:28][C:29]([CH3:32])([CH3:31])[CH3:30])=[O:27])[C@@H:19]2[C:36]2[CH:41]=[CH:40][C:39]([Cl:42])=[CH:38][CH:37]=2)[CH:15]=[CH:16][CH:17]=1.[CH2:43](Br)[CH:44]=[CH2:45].